This data is from Peptide-MHC class II binding affinity with 134,281 pairs from IEDB. The task is: Regression. Given a peptide amino acid sequence and an MHC pseudo amino acid sequence, predict their binding affinity value. This is MHC class II binding data. (1) The peptide sequence is VSKAPQLVPKLDEVY. The MHC is HLA-DQA10102-DQB10602 with pseudo-sequence HLA-DQA10102-DQB10602. The binding affinity (normalized) is 0. (2) The peptide sequence is ERFAVNPGLLETSEGCR. The MHC is H-2-IAd with pseudo-sequence H-2-IAd. The binding affinity (normalized) is 0.296. (3) The peptide sequence is AEGGKATTEEQKLIE. The MHC is DRB1_0901 with pseudo-sequence DRB1_0901. The binding affinity (normalized) is 0.174. (4) The peptide sequence is EDLVRAYHSMSSTHE. The MHC is DRB1_0405 with pseudo-sequence DRB1_0405. The binding affinity (normalized) is 0.389. (5) The peptide sequence is LETVAIDRPAEARKV. The MHC is DRB1_1101 with pseudo-sequence DRB1_1101. The binding affinity (normalized) is 0.264. (6) The peptide sequence is VAPIEHIASMRRNYF. The MHC is DRB1_0301 with pseudo-sequence DRB1_0301. The binding affinity (normalized) is 0.562. (7) The peptide sequence is SDKFLANVSTVLTGK. The MHC is DRB1_0802 with pseudo-sequence DRB1_0802. The binding affinity (normalized) is 0.776. (8) The peptide sequence is GAMVATNFFGINTIP. The MHC is DRB1_1302 with pseudo-sequence DRB1_1302. The binding affinity (normalized) is 0.202. (9) The peptide sequence is MGGLWKYLNAVSLCI. The MHC is HLA-DQA10501-DQB10402 with pseudo-sequence HLA-DQA10501-DQB10402. The binding affinity (normalized) is 0.473. (10) The peptide sequence is AFKVENGSAAPQLTK. The MHC is DRB3_0101 with pseudo-sequence DRB3_0101. The binding affinity (normalized) is 0.384.